The task is: Predict the reaction yield, written as a fraction of the theoretical maximum amount of product (1.0 means a 100% yield; for example, 0.34 means a 34% yield).. This data is from Reaction yield outcomes from USPTO patents with 853,638 reactions. The reactants are C([O:3][C:4]([C:6]1[C:7]([C:12]2[CH:13]=[C:14]([CH3:18])[CH:15]=[CH:16][CH:17]=2)=[N:8][O:9][C:10]=1[CH3:11])=O)C.C(OC(C1C(C2C=CC=CC=2F)=NOC=1C)=O)C. No catalyst specified. The product is [CH3:11][C:10]1[O:9][N:8]=[C:7]([C:12]2[CH:13]=[C:14]([CH3:18])[CH:15]=[CH:16][CH:17]=2)[C:6]=1[CH2:4][OH:3]. The yield is 0.770.